Predict which catalyst facilitates the given reaction. From a dataset of Catalyst prediction with 721,799 reactions and 888 catalyst types from USPTO. (1) Reactant: [NH2:1][C@H:2]([C:10]([OH:12])=[O:11])[CH2:3][C:4]1[CH:9]=[CH:8][CH:7]=[CH:6][CH:5]=1.[OH-].[Na+].[CH3:15][C:16]([O:19][C:20](O[C:20]([O:19][C:16]([CH3:18])([CH3:17])[CH3:15])=[O:21])=[O:21])([CH3:18])[CH3:17].C1CCCCC1. Product: [C:20]([NH:1][C@H:2]([C:10]([OH:12])=[O:11])[CH2:3][C:4]1[CH:9]=[CH:8][CH:7]=[CH:6][CH:5]=1)([O:19][C:16]([CH3:18])([CH3:17])[CH3:15])=[O:21]. The catalyst class is: 6. (2) Reactant: [CH3:1][O:2][CH:3]([O:18][CH3:19])/[CH:4]=[C:5](/S(C1C=CC=CC=1)=O)\[C:6]([O:8][CH3:9])=[O:7].[OH:20]/[N:21]=[C:22](\Cl)/[C:23]1[CH:28]=[CH:27][CH:26]=[CH:25][CH:24]=1.CCN(CC)CC.CCCCCC. Product: [CH3:1][O:2][CH:3]([O:18][CH3:19])[C:4]1[C:22]([C:23]2[CH:28]=[CH:27][CH:26]=[CH:25][CH:24]=2)=[N:21][O:20][C:5]=1[C:6]([O:8][CH3:9])=[O:7]. The catalyst class is: 2. (3) Reactant: [CH3:1][N:2]([CH3:45])[C:3](=O)[CH2:4][C:5]([CH2:28][O:29][CH2:30][CH2:31][CH2:32][CH2:33][CH2:34][CH2:35][CH2:36][CH2:37][CH2:38][CH2:39][CH2:40][CH2:41][CH2:42][CH3:43])([CH2:12][O:13][CH2:14][CH2:15][CH2:16][CH2:17][CH2:18][CH2:19][CH2:20][CH2:21][CH2:22][CH2:23][CH2:24][CH2:25][CH2:26][CH3:27])[CH2:6][C:7]([N:9]([CH3:11])[CH3:10])=O.[H-].[H-].[H-].[H-].[Li+].[Al+3]. The catalyst class is: 1. Product: [CH3:11][N:9]([CH3:10])[CH2:7][CH2:6][C:5]([CH2:12][O:13][CH2:14][CH2:15][CH2:16][CH2:17][CH2:18][CH2:19][CH2:20][CH2:21][CH2:22][CH2:23][CH2:24][CH2:25][CH2:26][CH3:27])([CH2:28][O:29][CH2:30][CH2:31][CH2:32][CH2:33][CH2:34][CH2:35][CH2:36][CH2:37][CH2:38][CH2:39][CH2:40][CH2:41][CH2:42][CH3:43])[CH2:4][CH2:3][N:2]([CH3:1])[CH3:45]. (4) Reactant: [C:1](Cl)(=O)[C:2](Cl)=O.[Br:7][C:8]1[CH:16]=[CH:15][C:14]([I:17])=[CH:13][C:9]=1[C:10]([OH:12])=O. Product: [Br:7][C:8]1[CH:16]=[CH:15][C:14]([I:17])=[CH:13][C:9]=1[C:10]([C:8]1[CH:16]=[CH:15][C:14]([CH2:1][CH3:2])=[CH:13][CH:9]=1)=[O:12]. The catalyst class is: 139.